The task is: Regression/Classification. Given a drug SMILES string, predict its absorption, distribution, metabolism, or excretion properties. Task type varies by dataset: regression for continuous measurements (e.g., permeability, clearance, half-life) or binary classification for categorical outcomes (e.g., BBB penetration, CYP inhibition). For this dataset (b3db_regression), we predict Y.. This data is from Blood-brain barrier permeability regression values from the B3DB database. (1) The drug is CCC(=O)C. The Y is -0.100 log(BB ratio). (2) The compound is CCN(CC)CC1=CC2=C(CC(CC2)N3CCN(CC3=O)CCC4=CC=C(C=C4)F)C=C1. The Y is 0.480 log(BB ratio).